The task is: Predict which catalyst facilitates the given reaction.. This data is from Catalyst prediction with 721,799 reactions and 888 catalyst types from USPTO. (1) Reactant: [C:1](N1C=CN=C1)(N1C=CN=C1)=O.[S:13]1[C:17]2[CH:18]=[CH:19][C:20]([CH:22]([N:33]3[C@H:38]([CH2:39][CH:40]([CH3:42])[CH3:41])[C:37](=[O:43])[NH:36][C@H:35]([CH:44]4[CH2:52][C:51]5[C:46](=[CH:47][CH:48]=[CH:49][CH:50]=5)[CH2:45]4)[C:34]3=[O:53])[C:23]([NH:25][C:26]3C=CC=CC=3O)=[O:24])=[CH:21][C:16]=2[CH:15]=[CH:14]1.CNC.O1CCCC1. Product: [S:13]1[C:17]2[CH:18]=[CH:19][C:20]([C@@H:22]([N:33]3[C@H:38]([CH2:39][CH:40]([CH3:41])[CH3:42])[C:37](=[O:43])[NH:36][C@H:35]([CH:44]4[CH2:52][C:51]5[C:46](=[CH:47][CH:48]=[CH:49][CH:50]=5)[CH2:45]4)[C:34]3=[O:53])[C:23]([N:25]([CH3:26])[CH3:1])=[O:24])=[CH:21][C:16]=2[CH:15]=[CH:14]1. The catalyst class is: 4. (2) Reactant: [CH3:1][O:2][C:3]1[CH:4]=[C:5]([OH:22])[C:6]2[O:10][C:9]([C:11]3[N:12]=[C:13]4[N:17]([CH:18]=3)[N:16]=[C:15]([O:19][CH3:20])[S:14]4)=[CH:8][C:7]=2[CH:21]=1.[CH2:23]([O:30][C:31]1[CH:36]=[CH:35][CH:34]=[C:33]([CH2:37]Br)[CH:32]=1)[C:24]1[CH:29]=[CH:28][CH:27]=[CH:26][CH:25]=1.C([O-])([O-])=O.[K+].[K+]. Product: [CH2:23]([O:30][C:31]1[CH:32]=[C:33]([CH:34]=[CH:35][CH:36]=1)[CH2:37][O:22][C:5]1[C:6]2[O:10][C:9]([C:11]3[N:12]=[C:13]4[N:17]([CH:18]=3)[N:16]=[C:15]([O:19][CH3:20])[S:14]4)=[CH:8][C:7]=2[CH:21]=[C:3]([O:2][CH3:1])[CH:4]=1)[C:24]1[CH:25]=[CH:26][CH:27]=[CH:28][CH:29]=1. The catalyst class is: 3. (3) Reactant: [CH:1]1[CH:6]=[C:5]2[C:7]([C:9]([OH:13])(O)[C:10](=[O:11])[C:4]2=[CH:3][CH:2]=1)=[O:8].[C:14]([C:18]1[CH:23]=[CH:22][C:21]([OH:24])=[CH:20][CH:19]=1)([CH3:17])([CH3:16])[CH3:15]. Product: [C:14]([C:18]1[CH:23]=[CH:22][C:21]2[O:24][C:7]3([OH:8])[C:5]4[C:4]([C:10](=[O:11])[C:9]3([OH:13])[C:20]=2[CH:19]=1)=[CH:3][CH:2]=[CH:1][CH:6]=4)([CH3:17])([CH3:15])[CH3:16]. The catalyst class is: 15. (4) Reactant: [NH2:1][C:2]1[CH:3]=[C:4]([C:8]2[CH:16]=[CH:15][C:14]([C:17]([NH2:19])=[O:18])=[C:13]3[C:9]=2[CH:10]=[C:11]([CH2:20][CH3:21])[NH:12]3)[CH:5]=[CH:6][CH:7]=1.[C:22](Cl)(=[O:25])[CH:23]=[CH2:24]. Product: [C:22]([NH:1][C:2]1[CH:3]=[C:4]([C:8]2[CH:16]=[CH:15][C:14]([C:17]([NH2:19])=[O:18])=[C:13]3[C:9]=2[CH:10]=[C:11]([CH2:20][CH3:21])[NH:12]3)[CH:5]=[CH:6][CH:7]=1)(=[O:25])[CH:23]=[CH2:24]. The catalyst class is: 2. (5) Reactant: Cl.[CH3:2][C@H:3]1[CH2:11][C:10]2[C:5](=[CH:6][C:7]([N+:14]([O-:16])=[O:15])=[C:8]([O:12][CH3:13])[CH:9]=2)[NH:4]1.C([O-])([O-])=O.[K+].[K+].Br[CH2:24][C:25](Cl)=[O:26].[NH:28]([CH3:30])[CH3:29]. Product: [CH3:29][N:28]([CH3:30])[CH2:24][C:25]([N:4]1[C:5]2[C:10](=[CH:9][C:8]([O:12][CH3:13])=[C:7]([N+:14]([O-:16])=[O:15])[CH:6]=2)[CH2:11][C@@H:3]1[CH3:2])=[O:26]. The catalyst class is: 1. (6) Reactant: [F:1][C:2]1[CH:25]=[CH:24][CH:23]=[CH:22][C:3]=1[CH2:4][N:5]1[C:13]2[C:8](=[CH:9][CH:10]=[CH:11][CH:12]=2)[C:7]([C:14]2[N:19]=[C:18]([NH2:20])[CH:17]=[C:16]([NH2:21])[N:15]=2)=[N:6]1.C(N(CC)CC)C.[C:33](OC(=O)C)(=[O:35])[CH3:34]. Product: [NH2:20][C:18]1[N:19]=[C:14]([C:7]2[C:8]3[C:13](=[CH:12][CH:11]=[CH:10][CH:9]=3)[N:5]([CH2:4][C:3]3[CH:22]=[CH:23][CH:24]=[CH:25][C:2]=3[F:1])[N:6]=2)[N:15]=[C:16]([NH:21][C:33](=[O:35])[CH3:34])[CH:17]=1. The catalyst class is: 9. (7) Reactant: [F:1][C:2]([F:13])([F:12])[C:3]1[CH:8]=[CH:7][C:6]([CH2:9][C:10]#[N:11])=[CH:5][CH:4]=1.[H-].[Na+].[CH2:16]([O:19][CH2:20][CH2:21]Br)[CH2:17]Br. Product: [F:1][C:2]([F:12])([F:13])[C:3]1[CH:4]=[CH:5][C:6]([C:9]2([C:10]#[N:11])[CH2:21][CH2:20][O:19][CH2:16][CH2:17]2)=[CH:7][CH:8]=1. The catalyst class is: 3.